Predict the reactants needed to synthesize the given product. From a dataset of Full USPTO retrosynthesis dataset with 1.9M reactions from patents (1976-2016). (1) Given the product [Br:13][CH2:9][CH2:8][N:3]1[CH2:4][CH2:5][O:6][CH2:7][C:2]1([CH3:11])[CH3:1], predict the reactants needed to synthesize it. The reactants are: [CH3:1][C:2]1([CH3:11])[CH2:7][O:6][CH2:5][CH2:4][N:3]1[CH2:8][CH2:9]O.C(Br)(Br)(Br)[Br:13].C1C=CC(P(C2C=CC=CC=2)C2C=CC=CC=2)=CC=1. (2) Given the product [Cl:1][C:2]1[CH:10]=[CH:9][C:5]([C:6]2[O:7][CH:12]=[N:11][C:14]=2[C:15]([O:17][CH3:18])=[O:16])=[CH:4][CH:3]=1, predict the reactants needed to synthesize it. The reactants are: [Cl:1][C:2]1[CH:10]=[CH:9][C:5]([C:6](Cl)=[O:7])=[CH:4][CH:3]=1.[N:11]([CH2:14][C:15]([O:17][CH3:18])=[O:16])=[C:12]=O.C(N(CC)CC)C. (3) Given the product [Cl:18][C:5]1[C:4]2[C:9](=[CH:10][N:11]=[C:2]([F:1])[CH:3]=2)[N:8]=[CH:7][C:6]=1[C:12]#[N:13], predict the reactants needed to synthesize it. The reactants are: [F:1][C:2]1[CH:3]=[C:4]2[C:9](=[CH:10][N:11]=1)[N:8]=[CH:7][C:6]([C:12]#[N:13])=[C:5]2O.C(Cl)(=O)C([Cl:18])=O.CN(C)C=O.C(=O)([O-])[O-].[K+].[K+]. (4) Given the product [C:1]([C:4]1[CH:5]=[C:6]([C@H:10]2[CH2:27][CH2:26][C@@:25]3([CH3:28])[C@@H:12]([CH2:13][CH2:14][C@:15]4([CH3:39])[CH:24]3[CH2:23][CH2:22][C@H:21]3[C@@:16]4([CH3:38])[CH2:17][CH2:18][C@@:19]4([C:35]([OH:37])=[O:36])[CH2:31][CH2:30][CH:29]([CH:32]([CH3:34])[CH3:33])[C@@H:20]43)[C:11]2([CH3:41])[CH3:40])[CH:7]=[CH:8][CH:9]=1)([OH:3])=[O:2], predict the reactants needed to synthesize it. The reactants are: [C:1]([C:4]1[CH:5]=[C:6]([C:10]2[C:11]([CH3:41])([CH3:40])[C@H:12]3[C@:25]([CH3:28])([CH2:26][CH:27]=2)[CH:24]2[C@:15]([CH3:39])([C@@:16]4([CH3:38])[C@H:21]([CH2:22][CH2:23]2)[C@H:20]2[C@H:29]([C:32]([CH3:34])=[CH2:33])[CH2:30][CH2:31][C@:19]2([C:35]([OH:37])=[O:36])[CH2:18][CH2:17]4)[CH2:14][CH2:13]3)[CH:7]=[CH:8][CH:9]=1)([OH:3])=[O:2]. (5) Given the product [Cl:8][C:6]1[CH:7]=[C:2]([O:28][C@@H:26]([C@@H:24]2[CH2:23][O:22][C:21]([CH3:29])([CH3:20])[O:25]2)[CH3:27])[N:3]=[C:4]([S:9][CH2:10][C:11]2[CH:16]=[CH:15][C:14]([F:17])=[CH:13][CH:12]=2)[N:5]=1, predict the reactants needed to synthesize it. The reactants are: Cl[C:2]1[CH:7]=[C:6]([Cl:8])[N:5]=[C:4]([S:9][CH2:10][C:11]2[CH:16]=[CH:15][C:14]([F:17])=[CH:13][CH:12]=2)[N:3]=1.[H-].[Na+].[CH3:20][C:21]1([CH3:29])[O:25][C@H:24]([C@H:26]([OH:28])[CH3:27])[CH2:23][O:22]1.